From a dataset of Reaction yield outcomes from USPTO patents with 853,638 reactions. Predict the reaction yield, written as a fraction of the theoretical maximum amount of product (1.0 means a 100% yield; for example, 0.34 means a 34% yield). (1) The reactants are Br[C:2]1[CH:3]=[N:4][CH:5]=[C:6]([Br:8])[CH:7]=1.[C@H:9]12[CH2:15][N:14]([C:16]([O:18][C:19]([CH3:22])([CH3:21])[CH3:20])=[O:17])[C@H:13]1[CH2:12][NH:11][CH2:10]2. No catalyst specified. The product is [Br:8][C:6]1[CH:7]=[C:2]([N:11]2[CH2:12][C@H:13]3[C@H:9]([CH2:15][N:14]3[C:16]([O:18][C:19]([CH3:22])([CH3:21])[CH3:20])=[O:17])[CH2:10]2)[CH:3]=[N:4][CH:5]=1. The yield is 0.500. (2) The reactants are C([O:3][C:4](=[O:58])[CH2:5][CH2:6][NH:7][C:8]([C@:10]12[CH2:45][CH2:44][C@@H:43]([C:46]([CH2:48][O:49][CH2:50][CH2:51][N:52]3[CH2:57][CH2:56][O:55][CH2:54][CH2:53]3)=[CH2:47])[C@@H:11]1[C@@H:12]1[C@@:25]([CH3:28])([CH2:26][CH2:27]2)[C@@:24]2([CH3:29])[C@@H:15]([C@:16]3([CH3:42])[C@@H:21]([CH2:22][CH2:23]2)[C:20]([CH3:31])([CH3:30])[C:19]([C:32]2[CH:41]=[CH:40][C:35]([C:36]([O:38]C)=[O:37])=[CH:34][CH:33]=2)=[CH:18][CH2:17]3)[CH2:14][CH2:13]1)=[O:9])C.[OH-].[Na+]. The catalyst is O1CCOCC1. The product is [C:4]([CH2:5][CH2:6][NH:7][C:8]([C@:10]12[CH2:45][CH2:44][C@@H:43]([C:46]([CH2:48][O:49][CH2:50][CH2:51][N:52]3[CH2:53][CH2:54][O:55][CH2:56][CH2:57]3)=[CH2:47])[C@@H:11]1[C@@H:12]1[C@@:25]([CH3:28])([CH2:26][CH2:27]2)[C@@:24]2([CH3:29])[C@@H:15]([C@:16]3([CH3:42])[C@@H:21]([CH2:22][CH2:23]2)[C:20]([CH3:31])([CH3:30])[C:19]([C:32]2[CH:41]=[CH:40][C:35]([C:36]([OH:38])=[O:37])=[CH:34][CH:33]=2)=[CH:18][CH2:17]3)[CH2:14][CH2:13]1)=[O:9])([OH:58])=[O:3]. The yield is 0.596. (3) The reactants are [F:1][C:2]1[C:11]2[CH2:10][N:9]([C@H:12]([CH:16]([CH3:18])[CH3:17])[C:13]([OH:15])=O)[C:8](=[O:19])[C:7]3=[CH:20][NH:21][C:5]([C:6]=23)=[N:4][CH:3]=1.Cl.[CH3:23][S:24]([CH2:27][CH2:28][NH2:29])(=[O:26])=[O:25].C1C=CC2N(O)N=NC=2C=1.C(Cl)CCl. The catalyst is CN(C)C1C=CN=CC=1.CN(C=O)C. The product is [F:1][C:2]1[C:11]2[CH2:10][N:9]([C@H:12]([CH:16]([CH3:17])[CH3:18])[C:13]([NH:29][CH2:28][CH2:27][S:24]([CH3:23])(=[O:26])=[O:25])=[O:15])[C:8](=[O:19])[C:7]3=[CH:20][NH:21][C:5]([C:6]=23)=[N:4][CH:3]=1. The yield is 0.392. (4) The reactants are Br[C:2]1[CH:3]=[CH:4][C:5]([O:10][C:11]([F:14])([F:13])[F:12])=[C:6]([CH:9]=1)[CH:7]=[O:8].[B:15]1([B:15]2[O:19][C:18]([CH3:21])([CH3:20])[C:17]([CH3:23])([CH3:22])[O:16]2)[O:19][C:18]([CH3:21])([CH3:20])[C:17]([CH3:23])([CH3:22])[O:16]1.C([O-])(=O)C.[K+].O. The catalyst is CN(C=O)C.C1C=CC(P(C2C=CC=CC=2)[C-]2C=CC=C2)=CC=1.C1C=CC(P(C2C=CC=CC=2)[C-]2C=CC=C2)=CC=1.Cl[Pd]Cl.[Fe+2]. The product is [CH3:22][C:17]1([CH3:23])[C:18]([CH3:21])([CH3:20])[O:19][B:15]([C:2]2[CH:3]=[CH:4][C:5]([O:10][C:11]([F:14])([F:13])[F:12])=[C:6]([CH:9]=2)[CH:7]=[O:8])[O:16]1. The yield is 0.510. (5) The reactants are [C:1](Cl)(=[O:4])[CH:2]=[CH2:3].[NH2:6][C:7]1[CH:8]=[C:9]([S:13]([NH:16][CH2:17][C:18]2[CH:32]=[CH:31][C:21]([C:22]([NH:24][C:25]3[CH:26]=[N:27][CH:28]=[CH:29][CH:30]=3)=[O:23])=[CH:20][CH:19]=2)(=[O:15])=[O:14])[CH:10]=[CH:11][CH:12]=1. The catalyst is C1COCC1. The product is [C:1]([NH:6][C:7]1[CH:8]=[C:9]([S:13]([NH:16][CH2:17][C:18]2[CH:32]=[CH:31][C:21]([C:22]([NH:24][C:25]3[CH:26]=[N:27][CH:28]=[CH:29][CH:30]=3)=[O:23])=[CH:20][CH:19]=2)(=[O:14])=[O:15])[CH:10]=[CH:11][CH:12]=1)(=[O:4])[CH:2]=[CH2:3]. The yield is 0.300.